Predict the reactants needed to synthesize the given product. From a dataset of Full USPTO retrosynthesis dataset with 1.9M reactions from patents (1976-2016). (1) The reactants are: Br[C:2]1[C:7]2=[CH:8][N:9]([C:11]3[C:18]([F:19])=[CH:17][CH:16]=[CH:15][C:12]=3[C:13]#[N:14])[N:10]=[C:6]2[C:5]([F:20])=[CH:4][N:3]=1.[NH2:21][C:22]1[CH:27]=[C:26]([CH3:28])[N:25]=[CH:24][N:23]=1.CC1(C)C2C(=C(P(C3C=CC=CC=3)C3C=CC=CC=3)C=CC=2)OC2C(P(C3C=CC=CC=3)C3C=CC=CC=3)=CC=CC1=2.C(=O)([O-])[O-].[Cs+].[Cs+]. Given the product [F:19][C:18]1[C:11]([N:9]2[CH:8]=[C:7]3[C:2]([NH:21][C:22]4[CH:27]=[C:26]([CH3:28])[N:25]=[CH:24][N:23]=4)=[N:3][CH:4]=[C:5]([F:20])[C:6]3=[N:10]2)=[C:12]([CH:15]=[CH:16][CH:17]=1)[C:13]#[N:14], predict the reactants needed to synthesize it. (2) Given the product [Br:1][C:2]1[CH:15]=[C:14]2[C:5]([O:6][C:7]3[CH2:8][CH2:9][C:10]4([O:20][CH2:19][CH2:18][O:17]4)[CH2:11][C:12]=3[C:13]2=[O:16])=[CH:4][CH:3]=1, predict the reactants needed to synthesize it. The reactants are: [Br:1][C:2]1[CH:15]=[C:14]2[C:5]([O:6][C:7]3(N4CCOCC4)[CH:12]([CH:13]2[OH:16])[CH2:11][C:10]2([O:20][CH2:19][CH2:18][O:17]2)[CH2:9][CH2:8]3)=[CH:4][CH:3]=1.CC(OI1(OC(C)=O)(OC(C)=O)OC(=O)C2C=CC=CC1=2)=O. (3) The reactants are: C([O:8][C@H:9]1[C@H:15]([O:16]CC2C=CC=CC=2)[C@@H:14]([O:24]CC2C=CC=CC=2)[C@:13]2([C:33]3[CH:38]=[CH:37][C:36]([Cl:39])=[C:35]([CH2:40][C:41]4[CH:46]=[CH:45][C:44]([O:47][CH2:48][CH3:49])=[CH:43][CH:42]=4)[CH:34]=3)[O:32][C@:10]1([CH:50]1[CH2:52][O:51]1)[CH2:11][O:12]2)C1C=CC=CC=1.ClC1C=CC=CC=1Cl. Given the product [Cl:39][C:36]1[CH:37]=[CH:38][C:33]([C@@:13]23[O:32][C@@:10]([CH:50]4[CH2:52][O:51]4)([CH2:11][O:12]2)[C@@H:9]([OH:8])[C@H:15]([OH:16])[C@H:14]3[OH:24])=[CH:34][C:35]=1[CH2:40][C:41]1[CH:46]=[CH:45][C:44]([O:47][CH2:48][CH3:49])=[CH:43][CH:42]=1, predict the reactants needed to synthesize it. (4) The reactants are: [Cl:1][C:2]1[C:3]([C:9]2[CH:14]=[CH:13][CH:12]=[C:11]([NH:15][CH2:16][C:17]3[CH:22]=[CH:21][CH:20]=[C:19]([F:23])[CH:18]=3)[N:10]=2)=[CH:4][C:5](F)=[N:6][CH:7]=1.[CH3:24][NH2:25].O. Given the product [Cl:1][C:2]1[C:3]([C:9]2[CH:14]=[CH:13][CH:12]=[C:11]([NH:15][CH2:16][C:17]3[CH:22]=[CH:21][CH:20]=[C:19]([F:23])[CH:18]=3)[N:10]=2)=[CH:4][C:5]([NH:25][CH3:24])=[N:6][CH:7]=1, predict the reactants needed to synthesize it.